Predict the reaction yield, written as a fraction of the theoretical maximum amount of product (1.0 means a 100% yield; for example, 0.34 means a 34% yield). From a dataset of Reaction yield outcomes from USPTO patents with 853,638 reactions. (1) The reactants are Br[CH:2]([CH2:7][CH2:8]Br)[C:3]([O:5][CH3:6])=[O:4].Cl.[CH3:11][C:12]1([CH3:19])[CH2:17][CH2:16][CH:15]([NH2:18])[CH2:14][CH2:13]1. No catalyst specified. The product is [CH3:11][C:12]1([CH3:19])[CH2:17][CH2:16][CH:15]([N:18]2[CH2:8][CH2:7][CH:2]2[C:3]([O:5][CH3:6])=[O:4])[CH2:14][CH2:13]1. The yield is 0.520. (2) The reactants are Cl.COCCCOC(C1C=CC=CC=1)C1CCCNC1.CSC(SC)=C[N+]([O-])=O.C(N(C(C)C)CC)(C)C.[CH3:39][O:40][CH2:41][CH2:42][CH2:43][O:44][CH:45]([C:59]1[CH:64]=[CH:63][CH:62]=[CH:61][CH:60]=1)[CH:46]1[CH2:51][CH2:50][CH2:49][N:48](/[C:52](/SC)=[CH:53]/[N+:54]([O-:56])=[O:55])[CH2:47]1.[NH2:65][C@@H:66]([CH2:76][CH:77]1[CH2:82][CH2:81][CH2:80][CH2:79][CH2:78]1)[CH2:67][NH:68][C:69](=[O:75])[O:70][C:71]([CH3:74])([CH3:73])[CH3:72]. The product is [CH3:39][O:40][CH2:41][CH2:42][CH2:43][O:44][CH:45]([C:59]1[CH:64]=[CH:63][CH:62]=[CH:61][CH:60]=1)[CH:46]1[CH2:51][CH2:50][CH2:49][N:48]([C:52]([NH:65][C@@H:66]([CH2:76][CH:77]2[CH2:78][CH2:79][CH2:80][CH2:81][CH2:82]2)[CH2:67][NH:68][C:69](=[O:75])[O:70][C:71]([CH3:74])([CH3:72])[CH3:73])=[CH:53][N+:54]([O-:56])=[O:55])[CH2:47]1. The catalyst is C(#N)C. The yield is 0.0660.